From a dataset of Reaction yield outcomes from USPTO patents with 853,638 reactions. Predict the reaction yield, written as a fraction of the theoretical maximum amount of product (1.0 means a 100% yield; for example, 0.34 means a 34% yield). The reactants are [CH2:1]([NH:4][C:5](=[O:37])[NH:6][C:7]1[N:12]=[CH:11][C:10]([C:13]2[S:14][C:15]([C:23]([O:25]CC)=O)=[C:16]([C:18](OCC)=[O:19])[N:17]=2)=[C:9]([C:28]2[S:29][CH:30]=[C:31]([C:33]([F:36])([F:35])[F:34])[N:32]=2)[CH:8]=1)[CH2:2][CH3:3].[NH2:38][NH2:39].Cl. The catalyst is CO. The product is [OH:19][C:18]1[N:39]=[N:38][C:23]([OH:25])=[C:15]2[S:14][C:13]([C:10]3[C:9]([C:28]4[S:29][CH:30]=[C:31]([C:33]([F:36])([F:34])[F:35])[N:32]=4)=[CH:8][C:7]([NH:6][C:5]([NH:4][CH2:1][CH2:2][CH3:3])=[O:37])=[N:12][CH:11]=3)=[N:17][C:16]=12. The yield is 0.260.